From a dataset of NCI-60 drug combinations with 297,098 pairs across 59 cell lines. Regression. Given two drug SMILES strings and cell line genomic features, predict the synergy score measuring deviation from expected non-interaction effect. (1) Drug 1: C1CN1C2=NC(=NC(=N2)N3CC3)N4CC4. Drug 2: CC1OCC2C(O1)C(C(C(O2)OC3C4COC(=O)C4C(C5=CC6=C(C=C35)OCO6)C7=CC(=C(C(=C7)OC)O)OC)O)O. Cell line: NCI/ADR-RES. Synergy scores: CSS=21.9, Synergy_ZIP=0.358, Synergy_Bliss=1.80, Synergy_Loewe=-6.01, Synergy_HSA=1.69. (2) Drug 1: CN1C(=O)N2C=NC(=C2N=N1)C(=O)N. Drug 2: CC(C)(C#N)C1=CC(=CC(=C1)CN2C=NC=N2)C(C)(C)C#N. Cell line: LOX IMVI. Synergy scores: CSS=9.66, Synergy_ZIP=0.591, Synergy_Bliss=2.03, Synergy_Loewe=1.04, Synergy_HSA=-0.00720. (3) Drug 1: C1CN1C2=NC(=NC(=N2)N3CC3)N4CC4. Drug 2: B(C(CC(C)C)NC(=O)C(CC1=CC=CC=C1)NC(=O)C2=NC=CN=C2)(O)O. Cell line: RPMI-8226. Synergy scores: CSS=52.4, Synergy_ZIP=-2.91, Synergy_Bliss=-2.91, Synergy_Loewe=-24.6, Synergy_HSA=-1.29. (4) Drug 1: CC1OCC2C(O1)C(C(C(O2)OC3C4COC(=O)C4C(C5=CC6=C(C=C35)OCO6)C7=CC(=C(C(=C7)OC)O)OC)O)O. Drug 2: C1=C(C(=O)NC(=O)N1)N(CCCl)CCCl. Cell line: ACHN. Synergy scores: CSS=87.3, Synergy_ZIP=3.81, Synergy_Bliss=4.10, Synergy_Loewe=4.47, Synergy_HSA=8.89. (5) Drug 1: C1C(C(OC1N2C=NC3=C(N=C(N=C32)Cl)N)CO)O. Drug 2: CCC1(C2=C(COC1=O)C(=O)N3CC4=CC5=C(C=CC(=C5CN(C)C)O)N=C4C3=C2)O.Cl. Cell line: RXF 393. Synergy scores: CSS=12.2, Synergy_ZIP=-1.46, Synergy_Bliss=-2.32, Synergy_Loewe=-32.8, Synergy_HSA=-7.14.